This data is from Full USPTO retrosynthesis dataset with 1.9M reactions from patents (1976-2016). The task is: Predict the reactants needed to synthesize the given product. (1) Given the product [CH2:25]([NH:32][C:8](=[O:9])[C:7]1[CH:11]=[C:3]([O:2][CH3:1])[CH:4]=[CH:5][C:6]=1[NH:12][C:13]1[N:17]([C:18]2[CH:23]=[CH:22][CH:21]=[CH:20][CH:19]=2)[N:16]=[CH:15][CH:14]=1)[C:26]1[CH:31]=[CH:30][CH:29]=[CH:28][CH:27]=1, predict the reactants needed to synthesize it. The reactants are: [CH3:1][O:2][C:3]1[CH:4]=[CH:5][C:6]([NH:12][C:13]2[N:17]([C:18]3[CH:23]=[CH:22][CH:21]=[CH:20][CH:19]=3)[N:16]=[CH:15][CH:14]=2)=[C:7]([CH:11]=1)[C:8](O)=[O:9].Cl.[CH2:25]([NH2:32])[C:26]1[CH:31]=[CH:30][CH:29]=[CH:28][CH:27]=1.CCN=C=NCCCN(C)C.Cl.C1C=CC2N(O)N=NC=2C=1.C(N(CC)CC)C. (2) Given the product [C:41]([OH:44])(=[O:43])/[CH:42]=[CH:35]/[C:34]([OH:37])=[O:36].[F:1][C:2]1[C:3]([CH2:24][NH:25][CH3:26])=[CH:4][N:5]([S:14]([C:17]2[O:18][C:19]([CH2:22][F:23])=[CH:20][CH:21]=2)(=[O:15])=[O:16])[C:6]=1[C:7]1[C:8]([F:13])=[N:9][CH:10]=[CH:11][CH:12]=1, predict the reactants needed to synthesize it. The reactants are: [F:1][C:2]1[C:3]([CH2:24][N:25](C)[C:26](=O)OC(C)(C)C)=[CH:4][N:5]([S:14]([C:17]2[O:18][C:19]([CH2:22][F:23])=[CH:20][CH:21]=2)(=[O:16])=[O:15])[C:6]=1[C:7]1[C:8]([F:13])=[N:9][CH:10]=[CH:11][CH:12]=1.[C:34]([O:37]CC)(=[O:36])[CH3:35].Cl.[C:41]([O:44]CC)(=[O:43])[CH3:42]. (3) Given the product [Br:32][C:29]1[CH:30]=[CH:31][C:26]([O:25][C@@H:8]2[C@@:9]([CH3:20])([OH:21])[C@@H:10]([OH:16])[C@H:11]([OH:12])[C@@H:6]([CH2:5][OH:4])[O:7]2)=[C:27]([Cl:33])[CH:28]=1, predict the reactants needed to synthesize it. The reactants are: C([O:4][CH2:5][C@@H:6]1[C@@H:11]([O:12]C(=O)C)[C@H:10]([O:16]C(=O)C)[C@@:9]([O:21]C(=O)C)([CH3:20])[C@@H:8]([O:25][C:26]2[CH:31]=[CH:30][C:29]([Br:32])=[CH:28][C:27]=2[Cl:33])[O:7]1)(=O)C.C[O-].[Na+]. (4) Given the product [CH3:1][CH:2]([CH3:43])[C@H:3]([NH:38][C:39](=[O:42])[O:40][CH3:41])[C:4]([N:5]1[CH2:9][CH2:8][CH2:7][C@H:6]1[C:10]1[NH:11][C:12]([C:15]2[CH:20]=[CH:19][C:18]([C:21]3[CH:22]=[CH:23][C:24]([C:27]4[NH:31][C:30]([C@@H:32]5[CH2:36][CH2:35][CH2:34][N:33]5[C:56](=[O:57])[C@H:55]([CH:54]([CH3:53])[CH3:66])[NH:59][C:60]5[CH:61]=[N:62][CH:63]=[CH:64][CH:65]=5)=[N:29][CH:28]=4)=[CH:25][CH:26]=3)=[CH:17][CH:16]=2)=[CH:13][N:14]=1)=[O:37], predict the reactants needed to synthesize it. The reactants are: [CH3:1][CH:2]([CH3:43])[C@H:3]([NH:38][C:39](=[O:42])[O:40][CH3:41])[C:4](=[O:37])[N:5]1[CH2:9][CH2:8][CH2:7][C@H:6]1[C:10]1[NH:11][C:12]([C:15]2[CH:20]=[CH:19][C:18]([C:21]3[CH:26]=[CH:25][C:24]([C:27]4[NH:31][C:30]([C@@H:32]5[CH2:36][CH2:35][CH2:34][NH:33]5)=[N:29][CH:28]=4)=[CH:23][CH:22]=3)=[CH:17][CH:16]=2)=[CH:13][N:14]=1.CCN(C(C)C)C(C)C.[CH3:53][CH:54]([CH3:66])[C@H:55]([NH:59][C:60]1[CH:61]=[N:62][CH:63]=[CH:64][CH:65]=1)[C:56](O)=[O:57].CN(C(ON1N=NC2C=CC=NC1=2)=[N+](C)C)C.F[P-](F)(F)(F)(F)F. (5) Given the product [Cl:12][C:13]1[CH:14]=[C:15]([C@@H:20]([OH:22])[CH3:21])[CH:16]=[C:17]([F:19])[CH:18]=1, predict the reactants needed to synthesize it. The reactants are: O1CCBN1.B.C1COCC1.[Cl:12][C:13]1[CH:14]=[C:15]([C:20](=[O:22])[CH3:21])[CH:16]=[C:17]([F:19])[CH:18]=1.